From a dataset of Full USPTO retrosynthesis dataset with 1.9M reactions from patents (1976-2016). Predict the reactants needed to synthesize the given product. Given the product [F:62][C:2]1([F:1])[C@H:6]([O:7][C:8]([C:23]2[CH:24]=[CH:25][CH:26]=[CH:27][CH:28]=2)([C:17]2[CH:22]=[CH:21][CH:20]=[CH:19][CH:18]=2)[C:9]2[CH:10]=[CH:11][C:12]([O:15][CH3:16])=[CH:13][CH:14]=2)[C@@H:5]([CH:29]([CH2:31][CH3:32])[OH:30])[O:4][C@H:3]1[N:33]1[CH:61]=[CH:60][C:37]([NH:38][C:39]([C:48]2[CH:49]=[CH:50][CH:51]=[CH:52][CH:53]=2)([C:54]2[CH:55]=[CH:56][CH:57]=[CH:58][CH:59]=2)[C:40]2[CH:41]=[CH:42][C:43]([O:46][CH3:47])=[CH:44][CH:45]=2)=[N:36][C:34]1=[O:35], predict the reactants needed to synthesize it. The reactants are: [F:1][C:2]1([F:62])[C@H:6]([O:7][C:8]([C:23]2[CH:28]=[CH:27][CH:26]=[CH:25][CH:24]=2)([C:17]2[CH:22]=[CH:21][CH:20]=[CH:19][CH:18]=2)[C:9]2[CH:14]=[CH:13][C:12]([O:15][CH3:16])=[CH:11][CH:10]=2)[C@@H:5]([C:29]([CH2:31][CH3:32])=[O:30])[O:4][C@H:3]1[N:33]1[CH:61]=[CH:60][C:37]([NH:38][C:39]([C:54]2[CH:59]=[CH:58][CH:57]=[CH:56][CH:55]=2)([C:48]2[CH:53]=[CH:52][CH:51]=[CH:50][CH:49]=2)[C:40]2[CH:45]=[CH:44][C:43]([O:46][CH3:47])=[CH:42][CH:41]=2)=[N:36][C:34]1=[O:35].[BH4-].[Na+].